From a dataset of Reaction yield outcomes from USPTO patents with 853,638 reactions. Predict the reaction yield, written as a fraction of the theoretical maximum amount of product (1.0 means a 100% yield; for example, 0.34 means a 34% yield). (1) The reactants are [C:1]1([C:7]2[CH:8]=[C:9]3[C:13](=[C:14]([C:16]([NH2:18])=[O:17])[CH:15]=2)[NH:12][CH:11]=[CH:10]3)[CH:6]=[CH:5][CH:4]=[CH:3][CH:2]=1.[CH2:19]([N:26]1[CH2:31][CH2:30][CH2:29][CH2:28][C:27]1=O)[C:20]1[CH:25]=[CH:24][CH:23]=[CH:22][CH:21]=1.C[O-].[Na+]. The catalyst is CO. The product is [C:1]1([C:7]2[CH:8]=[C:9]3[C:13](=[C:14]([C:16]([NH2:18])=[O:17])[CH:15]=2)[NH:12][CH:11]=[C:10]3[C:29]2[CH2:30][CH2:31][N:26]([CH2:19][C:20]3[CH:25]=[CH:24][CH:23]=[CH:22][CH:21]=3)[CH2:27][CH:28]=2)[CH:6]=[CH:5][CH:4]=[CH:3][CH:2]=1. The yield is 0.510. (2) The reactants are [C:1]([C:3]1[CH:8]=[CH:7][CH:6]=[CH:5][C:4]=1[OH:9])#[N:2].Br[CH2:11][C:12]([C:14]1[CH:19]=[CH:18][CH:17]=[CH:16][CH:15]=1)=[O:13].C(=O)([O-])[O-].[K+].[K+]. The catalyst is CC(C)=O. The product is [NH2:2][C:1]1[C:3]2[CH:8]=[CH:7][CH:6]=[CH:5][C:4]=2[O:9][C:11]=1[C:12]([C:14]1[CH:19]=[CH:18][CH:17]=[CH:16][CH:15]=1)=[O:13]. The yield is 1.00.